This data is from Reaction yield outcomes from USPTO patents with 853,638 reactions. The task is: Predict the reaction yield, written as a fraction of the theoretical maximum amount of product (1.0 means a 100% yield; for example, 0.34 means a 34% yield). (1) The reactants are [Br:1][C:2]1[S:24][C:5]2[N:6]([CH3:23])[C:7](=[O:22])[N:8]([CH2:11][CH2:12][CH2:13][O:14][Si](C(C)(C)C)(C)C)[C:9](=[O:10])[C:4]=2[C:3]=1[CH3:25]. The catalyst is Cl.CO.C(Cl)Cl. The product is [Br:1][C:2]1[S:24][C:5]2[N:6]([CH3:23])[C:7](=[O:22])[N:8]([CH2:11][CH2:12][CH2:13][OH:14])[C:9](=[O:10])[C:4]=2[C:3]=1[CH3:25]. The yield is 0.955. (2) The reactants are [CH2:1]1[C@@H:3](N)[C@@H:2]1[C:5]1[CH:10]=[CH:9][CH:8]=[CH:7][CH:6]=1.[OH-:11].[K+].[OH2:13]. The catalyst is C(O)CO. The product is [C:5]1([C:2]2([CH2:3][C:1]([OH:13])=[O:11])[CH2:6][CH2:5][CH2:2][CH2:1][CH2:3]2)[CH:6]=[CH:7][CH:8]=[CH:9][CH:10]=1. The yield is 0.880. (3) The reactants are [CH2:1]([N:3]1[C:8]2[N:9]=[C:10](S(C)=O)[N:11]=[CH:12][C:7]=2[CH:6]=[CH:5][C:4]1=[O:16])[CH3:2].[CH3:17][N:18]([CH3:26])[C:19]1[CH:25]=[CH:24][C:22]([NH2:23])=[CH:21][CH:20]=1. No catalyst specified. The product is [CH3:17][N:18]([CH3:26])[C:19]1[CH:25]=[CH:24][C:22]([NH:23][C:10]2[N:11]=[CH:12][C:7]3[CH:6]=[CH:5][C:4](=[O:16])[N:3]([CH2:1][CH3:2])[C:8]=3[N:9]=2)=[CH:21][CH:20]=1. The yield is 0.500.